From a dataset of Catalyst prediction with 721,799 reactions and 888 catalyst types from USPTO. Predict which catalyst facilitates the given reaction. Reactant: F[C:2]1[CH:9]=[CH:8][C:7]([O:10][C:11]([F:14])([F:13])[F:12])=[CH:6][C:3]=1[C:4]#[N:5].[CH3:15][S-:16].[Na+].[ClH:18]. Product: [ClH:18].[CH3:15][S:16][C:2]1[CH:9]=[CH:8][C:7]([O:10][C:11]([F:14])([F:13])[F:12])=[CH:6][C:3]=1[CH2:4][NH2:5]. The catalyst class is: 9.